Dataset: Catalyst prediction with 721,799 reactions and 888 catalyst types from USPTO. Task: Predict which catalyst facilitates the given reaction. Reactant: [NH2:1][C:2]1[N:7]=[C:6]([N:8]([CH3:15])[C:9]2[CH:14]=[CH:13][CH:12]=[CH:11][CH:10]=2)[N:5]=[C:4]([C:16]2[N:20]=[C:19]([C:21]3[S:25][C:24]([C:26](O)=[O:27])=[CH:23][CH:22]=3)[O:18][N:17]=2)[N:3]=1.Cl.CN(C)CCCN=C=NCC.C1C=NC2N(O)N=NC=2C=1.[NH:51]1[CH2:56][CH2:55][O:54][CH2:53][CH2:52]1. Product: [NH2:1][C:2]1[N:7]=[C:6]([N:8]([CH3:15])[C:9]2[CH:14]=[CH:13][CH:12]=[CH:11][CH:10]=2)[N:5]=[C:4]([C:16]2[N:20]=[C:19]([C:21]3[S:25][C:24]([C:26]([N:51]4[CH2:56][CH2:55][O:54][CH2:53][CH2:52]4)=[O:27])=[CH:23][CH:22]=3)[O:18][N:17]=2)[N:3]=1. The catalyst class is: 39.